Dataset: Full USPTO retrosynthesis dataset with 1.9M reactions from patents (1976-2016). Task: Predict the reactants needed to synthesize the given product. (1) Given the product [CH3:1][O:2][C:3](=[O:24])[C:4]1[CH:23]=[CH:22][CH:21]=[C:6]([C:7]2[O:12][C:11]([C:13]3[CH:18]=[CH:17][C:16]([O:19][CH3:20])=[CH:15][CH:14]=3)=[CH:10][N:9]=2)[CH:5]=1, predict the reactants needed to synthesize it. The reactants are: [CH3:1][O:2][C:3](=[O:24])[C:4]1[CH:23]=[CH:22][CH:21]=[C:6]([C:7]([NH:9][CH2:10][C:11]([C:13]2[CH:18]=[CH:17][C:16]([O:19][CH3:20])=[CH:15][CH:14]=2)=[O:12])=O)[CH:5]=1. (2) Given the product [CH3:68][O:69][C:70]1[CH:71]=[C:72]([NH:73][C:2]2[CH:3]=[CH:4][C:5]3[N:6]([C:8]([C:11]4[S:19][C:14]5=[CH:15][N:16]=[CH:17][CH:18]=[C:13]5[CH:12]=4)=[CH:9][N:10]=3)[N:7]=2)[CH:74]=[CH:75][C:76]=1[O:77][CH3:78], predict the reactants needed to synthesize it. The reactants are: Cl[C:2]1[CH:3]=[CH:4][C:5]2[N:6]([C:8]([C:11]3[S:19][C:14]4=[CH:15][N:16]=[CH:17][CH:18]=[C:13]4[CH:12]=3)=[CH:9][N:10]=2)[N:7]=1.CC1(C)C2C(=C(P(C3C=CC=CC=3)C3C=CC=CC=3)C=CC=2)OC2C(P(C3C=CC=CC=3)C3C=CC=CC=3)=CC=CC1=2.C(=O)([O-])[O-].[K+].[K+].[CH3:68][O:69][C:70]1[CH:71]=[C:72]([CH:74]=[CH:75][C:76]=1[O:77][CH3:78])[NH2:73]. (3) The reactants are: C(OC([NH:8][C:9]1[C:14]([C:15]([OH:17])=[O:16])=[CH:13][C:12]([Cl:18])=[N:11][CH:10]=1)=O)(C)(C)C.C(Cl)Cl.C(O)(C(F)(F)F)=O. Given the product [NH2:8][C:9]1[C:14]([C:15]([OH:17])=[O:16])=[CH:13][C:12]([Cl:18])=[N:11][CH:10]=1, predict the reactants needed to synthesize it. (4) Given the product [F:1][C:2]1[C:3]([O:25][CH:26]([CH3:27])[CH3:28])=[CH:4][C:5]([C:6]([NH:8][C:9]2[CH:10]=[CH:11][C:12]([C:13]([OH:15])=[O:14])=[CH:17][CH:18]=2)=[O:7])=[CH:19][C:20]=1[O:21][CH:22]([CH3:24])[CH3:23], predict the reactants needed to synthesize it. The reactants are: [F:1][C:2]1[C:20]([O:21][CH:22]([CH3:24])[CH3:23])=[CH:19][C:5]([C:6]([NH:8][C:9]2[CH:18]=[CH:17][C:12]([C:13]([O:15]C)=[O:14])=[CH:11][CH:10]=2)=[O:7])=[CH:4][C:3]=1[O:25][CH:26]([CH3:28])[CH3:27].[Li+].[OH-].Cl. (5) Given the product [C:1]([O:5][C:6]([N:8]1[CH2:13][CH2:12][C:11]([C:15]2[O:24][C:18]3=[CH:19][N:20]=[C:21]([C:32]4[CH:33]=[CH:34][C:29]([S:26]([CH3:25])(=[O:28])=[O:27])=[CH:30][CH:31]=4)[CH:22]=[C:17]3[CH:16]=2)([CH3:14])[CH2:10][CH2:9]1)=[O:7])([CH3:4])([CH3:3])[CH3:2], predict the reactants needed to synthesize it. The reactants are: [C:1]([O:5][C:6]([N:8]1[CH2:13][CH2:12][C:11]([C:15]2[O:24][C:18]3=[CH:19][N:20]=[C:21](Cl)[CH:22]=[C:17]3[CH:16]=2)([CH3:14])[CH2:10][CH2:9]1)=[O:7])([CH3:4])([CH3:3])[CH3:2].[CH3:25][S:26]([C:29]1[CH:34]=[CH:33][C:32](B(O)O)=[CH:31][CH:30]=1)(=[O:28])=[O:27]. (6) Given the product [C:1]([O:5][C:6]([NH:8][CH2:9][C@H:10]1[CH2:15][CH2:14][C@H:13]([C:16]([NH:18][C@H:19]([C:39](=[O:52])[NH:40][C:41]2[CH:46]=[CH:45][C:44]([C:47]3[N:48]=[N:49][NH:50][N:51]=3)=[CH:43][CH:42]=2)[CH2:20][C:21]2[CH:26]=[CH:25][C:24]([C:27]3[CH:32]=[CH:31][CH:30]=[C:29]([C:33]([OH:35])=[O:34])[C:28]=3[F:38])=[CH:23][CH:22]=2)=[O:17])[CH2:12][CH2:11]1)=[O:7])([CH3:4])([CH3:2])[CH3:3], predict the reactants needed to synthesize it. The reactants are: [C:1]([O:5][C:6]([NH:8][CH2:9][C@H:10]1[CH2:15][CH2:14][C@H:13]([C:16]([NH:18][C@H:19]([C:39](=[O:52])[NH:40][C:41]2[CH:46]=[CH:45][C:44]([C:47]3[N:48]=[N:49][NH:50][N:51]=3)=[CH:43][CH:42]=2)[CH2:20][C:21]2[CH:26]=[CH:25][C:24]([C:27]3[CH:32]=[CH:31][CH:30]=[C:29]([C:33]([O:35]CC)=[O:34])[C:28]=3[F:38])=[CH:23][CH:22]=2)=[O:17])[CH2:12][CH2:11]1)=[O:7])([CH3:4])([CH3:3])[CH3:2].O.[OH-].[Li+].Cl. (7) Given the product [CH2:12]([C:14]1[CH:15]=[C:16]([NH:17][C:2]2[CH:7]=[CH:6][CH:5]=[CH:4][C:3]=2[CH2:8][C:9]([OH:11])=[O:10])[CH:18]=[CH:19][CH:20]=1)[CH3:13], predict the reactants needed to synthesize it. The reactants are: Br[C:2]1[CH:7]=[CH:6][CH:5]=[CH:4][C:3]=1[CH2:8][C:9]([OH:11])=[O:10].[CH2:12]([C:14]1[CH:15]=[C:16]([CH:18]=[CH:19][CH:20]=1)[NH2:17])[CH3:13]. (8) Given the product [ClH:59].[ClH:59].[ClH:59].[NH2:31][C@H:27]1[CH2:26][C:25]2[CH:39]=[C:21]([CH:22]=[CH:23][C:24]=2[OH:40])[C:20]2=[CH:41][C:16](=[C:17]([OH:42])[CH:18]=[CH:19]2)[CH2:15][C@@H:14]([C:43]([NH:45][CH2:46][CH2:47][CH2:48][NH2:49])=[O:44])[NH:13][C:12](=[O:57])[C@H:11]([CH2:10][CH2:9][CH2:8][NH2:7])[NH:29][C:28]1=[O:30], predict the reactants needed to synthesize it. The reactants are: C(OC(=O)[NH:7][CH2:8][CH2:9][CH2:10][C@@H:11]1[NH:29][C:28](=[O:30])[C@@H:27]([NH:31]C(OC(C)(C)C)=O)[CH2:26][C:25]2[CH:39]=[C:21]([CH:22]=[CH:23][C:24]=2[OH:40])[C:20]2=[CH:41][C:16](=[C:17]([OH:42])[CH:18]=[CH:19]2)[CH2:15][C@@H:14]([C:43]([NH:45][CH2:46][CH2:47][CH2:48][NH:49]C(OC(C)(C)C)=O)=[O:44])[NH:13][C:12]1=[O:57])(C)(C)C.[ClH:59].O1CCOCC1. (9) Given the product [Cl:24][C:25]1[CH:32]=[C:31]([F:33])[CH:30]=[C:29]([F:34])[C:26]=1[CH2:27][N:13]1[C:12]2[N:16]=[CH:17][CH:18]=[CH:19][C:11]=2[S:10](=[O:21])(=[O:20])[N:9]([C:7]2[CH:6]=[C:5]([O:22][CH3:23])[N:4]=[C:3]([O:2][CH3:1])[CH:8]=2)[C:14]1=[O:15], predict the reactants needed to synthesize it. The reactants are: [CH3:1][O:2][C:3]1[CH:8]=[C:7]([N:9]2[C:14](=[O:15])[NH:13][C:12]3[N:16]=[CH:17][CH:18]=[CH:19][C:11]=3[S:10]2(=[O:21])=[O:20])[CH:6]=[C:5]([O:22][CH3:23])[N:4]=1.[Cl:24][C:25]1[CH:32]=[C:31]([F:33])[CH:30]=[C:29]([F:34])[C:26]=1[CH2:27]O.CN(C(/N=N/C(N(C)C)=O)=O)C.C1(P(C2C=CC=CC=2)C2C=CC=CC=2)C=CC=CC=1.COC1C=C(N2C(=O)N(CC3C(C)=CC(F)=CN=3)C3C=CC=CC=3S2(=O)=O)C=C(OC)N=1.